From a dataset of Reaction yield outcomes from USPTO patents with 853,638 reactions. Predict the reaction yield, written as a fraction of the theoretical maximum amount of product (1.0 means a 100% yield; for example, 0.34 means a 34% yield). (1) The reactants are [CH3:1][C:2]1[S:6][C:5]2[CH:7]=[C:8]([O:11][C:12]3[CH:17]=[CH:16][N:15]=[C:14]4[CH:18]=[C:19]([C:21]5[N:22]([CH3:26])[CH:23]=[CH:24][N:25]=5)[S:20][C:13]=34)[CH:9]=[CH:10][C:4]=2[C:3]=1[C:27]([O:29]C)=[O:28].O[Li].O. No catalyst specified. The product is [CH3:1][C:2]1[S:6][C:5]2[CH:7]=[C:8]([O:11][C:12]3[CH:17]=[CH:16][N:15]=[C:14]4[CH:18]=[C:19]([C:21]5[N:22]([CH3:26])[CH:23]=[CH:24][N:25]=5)[S:20][C:13]=34)[CH:9]=[CH:10][C:4]=2[C:3]=1[C:27]([OH:29])=[O:28]. The yield is 0.850. (2) The reactants are [CH3:1][C:2]1[C:8]([N+:9]([O-:11])=[O:10])=[CH:7][CH:6]=[CH:5][C:3]=1[NH2:4].C(O)(=O)C.[N:16]([O-])=O.[Na+]. The catalyst is O. The product is [N+:9]([C:8]1[CH:7]=[CH:6][CH:5]=[C:3]2[C:2]=1[CH:1]=[N:16][NH:4]2)([O-:11])=[O:10]. The yield is 0.700. (3) The reactants are O[Li:2].O.C[O:5][C:6](=[O:46])[CH2:7][C:8]1[CH:45]=[CH:44][CH:43]=[CH:42][C:9]=1[CH2:10][CH2:11][C:12]1[C:17]([C:18]([F:21])([F:20])[F:19])=[CH:16][N:15]=[C:14]([NH:22][C:23]2[CH:28]=[CH:27][C:26]([N:29]3[CH2:34][CH2:33][N:32]([C:35]([O:37][C:38]([CH3:41])([CH3:40])[CH3:39])=[O:36])[CH2:31][CH2:30]3)=[CH:25][CH:24]=2)[N:13]=1. The catalyst is C1COCC1.O.CO. The product is [C:38]([O:37][C:35]([N:32]1[CH2:31][CH2:30][N:29]([C:26]2[CH:27]=[CH:28][C:23]([NH:22][C:14]3[N:13]=[C:12]([CH2:11][CH2:10][C:9]4[CH:42]=[CH:43][CH:44]=[CH:45][C:8]=4[CH2:7][C:6]([O-:46])=[O:5])[C:17]([C:18]([F:19])([F:20])[F:21])=[CH:16][N:15]=3)=[CH:24][CH:25]=2)[CH2:34][CH2:33]1)=[O:36])([CH3:41])([CH3:39])[CH3:40].[Li+:2]. The yield is 0.960.